From a dataset of Full USPTO retrosynthesis dataset with 1.9M reactions from patents (1976-2016). Predict the reactants needed to synthesize the given product. Given the product [Cl:1][C:2]1[CH:10]=[C:9]([C:11]#[CH:12])[C:5]2[O:6][CH2:7][O:8][C:4]=2[C:3]=1[NH2:17], predict the reactants needed to synthesize it. The reactants are: [Cl:1][C:2]1[CH:10]=[C:9]([C:11]#[C:12][Si](C)(C)C)[C:5]2[O:6][CH2:7][O:8][C:4]=2[C:3]=1[NH2:17].C(=O)([O-])[O-].[K+].[K+].